From a dataset of Reaction yield outcomes from USPTO patents with 853,638 reactions. Predict the reaction yield, written as a fraction of the theoretical maximum amount of product (1.0 means a 100% yield; for example, 0.34 means a 34% yield). (1) The reactants are FC(F)(F)S([O:6][S:7]([C:10]([F:13])([F:12])[F:11])(=[O:9])=[O:8])(=O)=O.[F:16][C:17]1[CH:18]=[C:19]([CH2:25][C:26]([O:28][CH3:29])=[O:27])[CH:20]=[C:21]([F:24])[C:22]=1O.C(N(CC)CC)C. The catalyst is C(Cl)Cl. The product is [F:16][C:17]1[CH:18]=[C:19]([CH2:25][C:26]([O:28][CH3:29])=[O:27])[CH:20]=[C:21]([F:24])[C:22]=1[O:6][S:7]([C:10]([F:11])([F:12])[F:13])(=[O:8])=[O:9]. The yield is 0.800. (2) No catalyst specified. The reactants are [C:1]([C:3]1[CH:8]=[CH:7][N:6]=[CH:5][CH:4]=1)#[N:2].N[NH:10][C:11]([NH2:13])=[S:12].[OH-].[Na+]. The yield is 0.510. The product is [N:6]1[CH:7]=[CH:8][C:3]([C:1]2[S:12][C:11]([NH2:13])=[N:10][N:2]=2)=[CH:4][CH:5]=1. (3) The reactants are [CH3:1][O:2][C:3]1[CH:4]=[C:5]([NH:11]N=C(C2C=CC=CC=2)C2C=CC=CC=2)[CH:6]=[CH:7][C:8]=1[O:9][CH3:10].[CH3:26][C:27](=O)[CH2:28][CH2:29][CH2:30][CH3:31].CC1C=CC(S(O)(=O)=O)=CC=1.O.C([O-])(O)=O.[Na+]. The catalyst is C1COCC1.CCOCC. The product is [CH3:10][O:9][C:8]1[CH:7]=[C:6]2[C:5](=[CH:4][C:3]=1[O:2][CH3:1])[NH:11][C:27]([CH3:26])=[C:28]2[CH2:29][CH2:30][CH3:31]. The yield is 0.800. (4) The reactants are [CH3:1][C:2]1[N:7]=[C:6]2[S:8][C:9]3[CH2:14][CH2:13][CH2:12][CH2:11][C:10]=3[C:5]2=[C:4]([C:15]2[CH:20]=[CH:19][C:18]([CH3:21])=[CH:17][C:16]=2[O:22][CH3:23])[C:3]=1[CH:24]([CH2:29][CH2:30][CH3:31])[C:25]([O:27]C)=[O:26].[OH-].[Na+]. The catalyst is CO. The product is [CH3:1][C:2]1[N:7]=[C:6]2[S:8][C:9]3[CH2:14][CH2:13][CH2:12][CH2:11][C:10]=3[C:5]2=[C:4]([C:15]2[CH:20]=[CH:19][C:18]([CH3:21])=[CH:17][C:16]=2[O:22][CH3:23])[C:3]=1[CH:24]([CH2:29][CH2:30][CH3:31])[C:25]([OH:27])=[O:26]. The yield is 0.760. (5) The reactants are [Cl:1][C:2]1[N:7]=[C:6]([C:8]2[S:12][C:11]([N:13]3[CH2:18][CH2:17][O:16][CH2:15][CH2:14]3)=[N:10][C:9]=2[C:19]2[C:20]([F:26])=[C:21]([CH:23]=[CH:24][CH:25]=2)[NH2:22])[CH:5]=[CH:4][N:3]=1.N1C=CC=CC=1.[O:33]1[CH:37]=[CH:36][CH:35]=[C:34]1[S:38](Cl)(=[O:40])=[O:39]. The catalyst is C(Cl)Cl. The product is [Cl:1][C:2]1[N:7]=[C:6]([C:8]2[S:12][C:11]([N:13]3[CH2:14][CH2:15][O:16][CH2:17][CH2:18]3)=[N:10][C:9]=2[C:19]2[C:20]([F:26])=[C:21]([NH:22][S:38]([C:34]3[O:33][CH:37]=[CH:36][CH:35]=3)(=[O:40])=[O:39])[CH:23]=[CH:24][CH:25]=2)[CH:5]=[CH:4][N:3]=1. The yield is 0.630. (6) The reactants are [Cl:1][C:2]1[C:11](=O)[C:10]2[C:5](=[CH:6][CH:7]=[C:8]([O:13][CH3:14])[N:9]=2)[NH:4][CH:3]=1.P(Br)(Br)[Br:16].O.C(=O)([O-])[O-].[K+].[K+]. The catalyst is CN(C)C=O. The product is [Br:16][C:11]1[C:2]([Cl:1])=[CH:3][N:4]=[C:5]2[C:10]=1[N:9]=[C:8]([O:13][CH3:14])[CH:7]=[CH:6]2. The yield is 0.910.